The task is: Predict the reaction yield, written as a fraction of the theoretical maximum amount of product (1.0 means a 100% yield; for example, 0.34 means a 34% yield).. This data is from Reaction yield outcomes from USPTO patents with 853,638 reactions. The reactants are [Br:1][C:2]1[C:3]([CH3:13])=[N:4][C:5]([C:8]2[N:12]=[CH:11][NH:10][N:9]=2)=[CH:6][CH:7]=1.[O:14]1[CH:19]=[CH:18][CH2:17][CH2:16][CH2:15]1.CS(O)(=O)=O. The catalyst is O1CCCC1. The product is [Br:1][C:2]1[C:3]([CH3:13])=[N:4][C:5]([C:8]2[N:12]=[CH:11][N:10]([CH:15]3[CH2:16][CH2:17][CH2:18][CH2:19][O:14]3)[N:9]=2)=[CH:6][CH:7]=1. The yield is 0.850.